Dataset: Drug-target binding data from BindingDB using IC50 measurements. Task: Regression. Given a target protein amino acid sequence and a drug SMILES string, predict the binding affinity score between them. We predict pIC50 (pIC50 = -log10(IC50 in M); higher means more potent). Dataset: bindingdb_ic50. (1) The drug is C/C=C/C[C@@H](C)[C@@H](O)[C@H]1C(=O)N[C@@H](CC)C(=O)N(C)CC(=O)N(C)[C@@H](CC(C)C)C(=O)N[C@@H](C(C)C)C(=O)N(C)[C@@H](CC(C)C)C(=O)N[C@@H](C)C(=O)N[C@H](C)C(=O)N(C)[C@@H](CC(C)C)C(=O)N(C)[C@@H](CC(C)C)C(=O)N(C)[C@@H](C(C)C)C(=O)N1C. The target protein (P04351) has sequence MYSMQLASCVTLTLVLLVNSAPTSSSTSSSTAEAQQQQQQQQQQQQHLEQLLMDLQELLSRMENYRNLKLPRMLTFKFYLPKQATELKDLQCLEDELGPLRHVLDLTQSKSFQLEDAENFISNIRVTVVKLKGSDNTFECQFDDESATVVDFLRRWIAFCQSIISTSPQ. The pIC50 is 8.3. (2) The drug is CC(=O)Oc1cc(OC(C)=O)c2c(c1)O[C@@H](c1ccc(O)c(O)c1)[C@H](OC(C)=O)C2=O. The target protein sequence is MEHVQQYKFYKEKKMSIVLAPFSGGQPHSGVELGPDYLLKQGLQQDMEKLGWDTRLERVFDGKVVEARKASDNGDRIGRVKRPRLTAECTEKIYKCVRRVAEQGRFPLTIGGDHSIALGTVAGVLSVHPDAGVIWVDAHADINTMSGTVSGNLHGCPLSILLGLDRENIPECFSWVPQVLKPNKIAYIGLRAVDDEEKKILHDLNIAAFSMHHVDRYGIDKVVSMAIEAVSPKGTEPVMVSYDVDTIDPLYVPATGTPVRGGLSFREALFLCERIAECGRLVALDVVECNPLLAATESHVNDTISDGRAIARCMMGETLLYTPHTSSKL. The pIC50 is 6.0. (3) The drug is O=C(C1CCN(Cc2ccc(Cl)cc2)CC1)N1CCN(C(c2ccccc2)c2ccccc2)CC1. The target protein (P25929) has sequence MNSTLFSQVENHSVHSNFSEKNAQLLAFENDDCHLPLAMIFTLALAYGAVIILGVSGNLALIIIILKQKEMRNVTNILIVNLSFSDLLVAIMCLPFTFVYTLMDHWVFGEAMCKLNPFVQCVSITVSIFSLVLIAVERHQLIINPRGWRPNNRHAYVGIAVIWVLAVASSLPFLIYQVMTDEPFQNVTLDAYKDKYVCFDQFPSDSHRLSYTTLLLVLQYFGPLCFIFICYFKIYIRLKRRNNMMDKMRDNKYRSSETKRINIMLLSIVVAFAVCWLPLTIFNTVFDWNHQIIATCNHNLLFLLCHLTAMISTCVNPIFYGFLNKNFQRDLQFFFNFCDFRSRDDDYETIAMSTMHTDVSKTSLKQASPVAFKKINNNDDNEKI. The pIC50 is 4.5. (4) The compound is CC(C)c1[nH]nc(C(=O)O)c1Cc1cccc(-c2ccc(F)cc2)c1. The target protein (Q07523) has sequence MPLVCLADFKAHAQKQLSKTSWDFIEGEADDGITYSENIAAFKRIRLRPRYLRDMSKVDTRTTIQGQEISAPICISPTAFHSIAWPDGEKSTARAAQEANICYVISSYASYSLEDIVAAAPEGFRWFQLYMKSDWDFNKQMVQRAEALGFKALVITIDTPVLGNRRRDKRNQLNLEANILLKDLRALKEEKPTQSVPVSFPKASFCWNDLSLLQSITRLPIILKGILTKEDAELAMKHNVQGIVVSNHGGRQLDEVSASIDALREVVAAVKGKIEVYMDGGVRTGTDVLKALALGARCIFLGRPILWGLACKGEDGVKEVLDILTAELHRCMTLSGCQSVAEISPDLIQFSRL. The pIC50 is 6.3. (5) The small molecule is N#Cc1c(NC(=O)c2cc(OCCCNC(=N)N)ccc2Cl)sc2c1CCCC2. The target protein sequence is MKLTIHEIAQVVGAKNDISIFEDTQLEKAEFDSRLIGTGDLFVPLKGARDGHDFIETAFENGAAVTLSEKEVSNHPYILVDDVLTAFQSLASYYLEKTTVDVFAVTGSNGKTTTKDMLAHLLSTRYKTYKTQGNYNNEIGLPYTVLHMPEGTEKLVLEMGQDHLGDIHLLSELARPKTAIVTLVGEAHLAFFKDRSEIAKGKMQIADGMASGSLLLAPADPIVEDYLPTDKKVVRFGQGAELEITDLVERKDSLTFKANFLEQVLDLPVTGKYNATNAMIASYVALQEGVSEEQIHQAFQDLELTRNRTEWKKAANGADILSDVYNANPTAMKLILETFSAIPANEGGKKIAVLADMKELGNQSVQLHNQMILSLSPDVLDTVIFYGEDIAELAQLASQMFPIGHVYYFKKTEDQDQFEDLVKQVKESLSANDQILLKGSNSMNLAMLVESLENETK. The pIC50 is 4.1. (6) The small molecule is COc1cc2c(NC3CCN(CCCCCN)CC3)nc(NCCCN(C)C)nc2cc1OCCCCCN. The target protein (Q9H9B1) has sequence MAAADAEAVPARGEPQQDCCVKTELLGEETPMAADEGSAEKQAGEAHMAADGETNGSCENSDASSHANAAKHTQDSARVNPQDGTNTLTRIAENGVSERDSEAAKQNHVTADDFVQTSVIGSNGYILNKPALQAQPLRTTSTLASSLPGHAAKTLPGGAGKGRTPSAFPQTPAAPPATLGEGSADTEDRKLPAPGADVKVHRARKTMPKSVVGLHAASKDPREVREARDHKEPKEEINKNISDFGRQQLLPPFPSLHQSLPQNQCYMATTKSQTACLPFVLAAAVSRKKKRRMGTYSLVPKKKTKVLKQRTVIEMFKSITHSTVGSKGEKDLGASSLHVNGESLEMDSDEDDSEELEEDDGHGAEQAAAFPTEDSRTSKESMSEADRAQKMDGESEEEQESVDTGEEEEGGDESDLSSESSIKKKFLKRKGKTDSPWIKPARKRRRRSRKKPSGALGSESYKSSAGSAEQTAPGDSTGYMEVSLDSLDLRVKGILSSQAE.... The pIC50 is 7.0.